Dataset: Full USPTO retrosynthesis dataset with 1.9M reactions from patents (1976-2016). Task: Predict the reactants needed to synthesize the given product. (1) Given the product [Cl:26][C:24]1[CH:25]=[C:21]([C:19]2[O:18][N:17]=[C:2]([C@@H:3]3[CH2:8][N:7]([C:9]([O:11][C:12]([CH3:15])([CH3:14])[CH3:13])=[O:10])[C@H:6]([CH3:16])[CH2:5][CH2:4]3)[N:1]=2)[NH:22][CH:23]=1, predict the reactants needed to synthesize it. The reactants are: [NH2:1]/[C:2](=[N:17]\[O:18][C:19]([C:21]1[NH:22][CH:23]=[C:24]([Cl:26])[CH:25]=1)=O)/[C@@H:3]1[CH2:8][N:7]([C:9]([O:11][C:12]([CH3:15])([CH3:14])[CH3:13])=[O:10])[C@H:6]([CH3:16])[CH2:5][CH2:4]1. (2) Given the product [CH3:25][N:22]1[CH:23]=[CH:24][C:20]([NH:19][C:4]([C:6]2[CH:11]=[C:10]([C:12]3[CH:17]=[N:16][CH:15]=[N:14][CH:13]=3)[CH:9]=[C:8]([CH3:18])[N:7]=2)=[O:5])=[N:21]1, predict the reactants needed to synthesize it. The reactants are: C(O[C:4]([C:6]1[CH:11]=[C:10]([C:12]2[CH:13]=[N:14][CH:15]=[N:16][CH:17]=2)[CH:9]=[C:8]([CH3:18])[N:7]=1)=[O:5])C.[NH2:19][C:20]1[CH:24]=[CH:23][N:22]([CH3:25])[N:21]=1. (3) Given the product [OH:1][C@@H:2]1[CH2:7][N:6]([C:24](=[O:25])[C:23]([F:34])([F:33])[F:22])[C@H:5]([C:8]([O:10][C:11]([CH3:14])([CH3:13])[CH3:12])=[O:9])[CH2:4][CH2:3]1, predict the reactants needed to synthesize it. The reactants are: [OH:1][C@@H:2]1[CH2:7][NH:6][C@H:5]([C:8]([O:10][C:11]([CH3:14])([CH3:13])[CH3:12])=[O:9])[CH2:4][CH2:3]1.C(N(CC)CC)C.[F:22][C:23]([F:34])([F:33])[C:24](O[C:24](=[O:25])[C:23]([F:34])([F:33])[F:22])=[O:25].O. (4) Given the product [O:19]=[C:18]1[CH:12]([N:9]2[C:10](=[O:11])[C:4]3[C:5](=[CH:6][CH:1]=[CH:2][CH:3]=3)[C:7]2=[O:8])[CH2:13][CH2:14][C:15](=[S:29])[NH:17]1, predict the reactants needed to synthesize it. The reactants are: [CH:1]1[CH:2]=[CH:3][C:4]2[C:10](=[O:11])[N:9]([CH:12]3[C:18](=[O:19])[NH:17][C:15](=O)[CH2:14][CH2:13]3)[C:7](=[O:8])[C:5]=2[CH:6]=1.COC1C=CC(P2(SP(C3C=CC(OC)=CC=3)(=S)S2)=[S:29])=CC=1. (5) Given the product [N:2]12[CH2:9][CH2:8][CH:5]([CH2:6][CH2:7]1)[CH:4]([C:10]([O:12][CH:45]1[C:46]3[CH:34]=[CH:35][CH:36]=[CH:37][C:38]=3[C:39]3[C:44]1=[CH:43][CH:42]=[CH:41][CH:40]=3)=[O:11])[CH2:3]2, predict the reactants needed to synthesize it. The reactants are: Cl.[N:2]12[CH2:9][CH2:8][CH:5]([CH2:6][CH2:7]1)[CH:4]([C:10]([OH:12])=[O:11])[CH2:3]2.C(Cl)CCl.C(N(CC)CC)C.C1C=CC2N(O)N=NC=2C=1.[CH:34]1[C:46]2[CH:45](O)[C:44]3[C:39](=[CH:40][CH:41]=[CH:42][CH:43]=3)[C:38]=2[CH:37]=[CH:36][CH:35]=1.